This data is from Forward reaction prediction with 1.9M reactions from USPTO patents (1976-2016). The task is: Predict the product of the given reaction. (1) Given the reactants [C:1]1([C:7]2[C:17]([C:18]3[CH:23]=[CH:22][CH:21]=[CH:20][CH:19]=3)=[CH:16][C:15]3[C:24]4[C:8]=2[C:9](=[O:26])C(=O)[C:11]=4[CH:12]=[CH:13][CH:14]=3)[CH:6]=[CH:5][CH:4]=[CH:3][CH:2]=1.[C:36]1(CC(=O)C[C:36]2[CH:41]=[CH:40][CH:39]=[CH:38][CH:37]=2)[CH:41]=[CH:40][CH:39]=[CH:38][CH:37]=1.[OH-].[K+], predict the reaction product. The product is: [C:3]1([C:4]2[CH:5]=[CH:6][C:1]3=[C:23]4[C:22]=2[C:21]([C:36]2[CH:37]=[CH:38][CH:39]=[CH:40][CH:41]=2)=[CH:20][CH:19]=[C:18]4[C:17]2[C:7]3=[C:8]([C:24]3[CH:11]=[CH:12][CH:13]=[CH:14][CH:15]=3)[C:9](=[O:26])[C:16]=2[C:1]2[CH:6]=[CH:5][CH:4]=[CH:3][CH:2]=2)[CH:2]=[CH:9][CH:8]=[CH:7][CH:17]=1. (2) Given the reactants C([NH:4][C:5]1[CH:10]=[CH:9][C:8]([OH:11])=[CH:7][CH:6]=1)(=O)C.[N:12]([O-])=O.[Na+].[H+].[B-:17]([F:21])([F:20])([F:19])[F:18], predict the reaction product. The product is: [F:18][B-:17]([F:21])([F:20])[F:19].[OH:11][C:8]1[CH:9]=[CH:10][C:5]([N+:4]#[N:12])=[CH:6][CH:7]=1. (3) The product is: [F:1][CH:2]([F:12])[C:3]1[CH:4]=[C:5]([CH:9]=[CH:10][CH:11]=1)[C:6]([Cl:16])=[O:7]. Given the reactants [F:1][CH:2]([F:12])[C:3]1[CH:4]=[C:5]([CH:9]=[CH:10][CH:11]=1)[C:6](O)=[O:7].C(Cl)(=O)C([Cl:16])=O, predict the reaction product. (4) Given the reactants [CH3:1][C:2]1([CH3:14])[S:6][C:5]2[CH:7]=[C:8]([C:11](=O)[CH3:12])[CH:9]=[CH:10][C:4]=2[O:3]1.[NH2:15][CH2:16][C:17]1[CH:22]=[CH:21][CH:20]=[CH:19][N:18]=1.O.C1(C)C=CC(S(O)(=O)=O)=CC=1, predict the reaction product. The product is: [CH3:1][C:2]1([CH3:14])[S:6][C:5]2[CH:7]=[C:8]([CH:11]([NH:15][CH2:16][C:17]3[CH:22]=[CH:21][CH:20]=[CH:19][N:18]=3)[CH3:12])[CH:9]=[CH:10][C:4]=2[O:3]1.